From a dataset of Peptide-MHC class I binding affinity with 185,985 pairs from IEDB/IMGT. Regression. Given a peptide amino acid sequence and an MHC pseudo amino acid sequence, predict their binding affinity value. This is MHC class I binding data. The peptide sequence is FLGPLLVLQA. The MHC is HLA-A02:03 with pseudo-sequence HLA-A02:03. The binding affinity (normalized) is 0.531.